From a dataset of hERG potassium channel inhibition data for cardiac toxicity prediction from Karim et al.. Regression/Classification. Given a drug SMILES string, predict its toxicity properties. Task type varies by dataset: regression for continuous values (e.g., LD50, hERG inhibition percentage) or binary classification for toxic/non-toxic outcomes (e.g., AMES mutagenicity, cardiotoxicity, hepatotoxicity). Dataset: herg_karim. (1) The molecule is C1=C(c2ccc(OCCCN3CCCCC3)cc2)CCC1. The result is 1 (blocker). (2) The result is 1 (blocker). The compound is COc1cccc2c1CCCC21CCN(CCCSc2nnc(-c3ocnc3C)n2C)C1. (3) The molecule is Cc1cccc(N2C[C@]3(CC[C@@H](c4nc5ccc(OC(F)(F)F)cc5[nH]4)CC3)OC2=O)n1. The result is 1 (blocker). (4) The drug is CCc1sc(CCc2cc(N3CCOCC3)cc(NC(C)c3cc(Cl)cc(NC(=O)OC(C)C)c3)n2)nc1C. The result is 1 (blocker). (5) The drug is c1ccc(CN2CCN(Cc3nc(-c4ccccc4)no3)CC2)cc1. The result is 0 (non-blocker). (6) The drug is Cc1cc2ncc(C(=O)NCC(C)(C)NCC(=O)N3CCC[C@H]3C#N)cn2n1. The result is 0 (non-blocker).